This data is from Full USPTO retrosynthesis dataset with 1.9M reactions from patents (1976-2016). The task is: Predict the reactants needed to synthesize the given product. Given the product [CH3:1][O:2][C:3]([C:4]1[CH2:5][CH:6]([C:7]2[CH:12]=[CH:11][CH:10]=[C:9]([Br:13])[CH:8]=2)[N:24]([C:19]2[CH:20]=[CH:21][CH:22]=[CH:23][C:18]=2[Cl:17])[N:25]=1)=[O:15], predict the reactants needed to synthesize it. The reactants are: [CH3:1][O:2][C:3](=[O:15])[C:4](=O)[CH:5]=[CH:6][C:7]1[CH:12]=[CH:11][CH:10]=[C:9]([Br:13])[CH:8]=1.Cl.[Cl:17][C:18]1[CH:23]=[CH:22][CH:21]=[CH:20][C:19]=1[NH:24][NH2:25].